Task: Binary Classification. Given a T-cell receptor sequence (or CDR3 region) and an epitope sequence, predict whether binding occurs between them.. Dataset: TCR-epitope binding with 47,182 pairs between 192 epitopes and 23,139 TCRs (1) The epitope is LLWNGPMAV. Result: 1 (the TCR binds to the epitope). The TCR CDR3 sequence is CASSSQGAYGYTF. (2) The epitope is KLFIRQEEV. The TCR CDR3 sequence is CASTGLEETQYF. Result: 0 (the TCR does not bind to the epitope). (3) The epitope is TLIGDCATV. The TCR CDR3 sequence is CAVGTVQETQYF. Result: 1 (the TCR binds to the epitope). (4) The epitope is TLDSKTQSL. The TCR CDR3 sequence is CASSLKPAWDRTSYEQYF. Result: 1 (the TCR binds to the epitope). (5) The epitope is YYRRATRRIR. The TCR CDR3 sequence is CASSQEESGTQYF. Result: 1 (the TCR binds to the epitope). (6) The epitope is GTSGSPIIDK. The TCR CDR3 sequence is CASSPFSGGSTGELFF. Result: 1 (the TCR binds to the epitope). (7) The epitope is TFYLTNDVSFL. The TCR CDR3 sequence is CASSLVGIDRYF. Result: 1 (the TCR binds to the epitope). (8) The epitope is AIMTRCLAV. The TCR CDR3 sequence is CASSYGTGADEQYF. Result: 1 (the TCR binds to the epitope). (9) The epitope is RPHERNGFTVL. The TCR CDR3 sequence is CSARDSSGGAKNIQYF. Result: 1 (the TCR binds to the epitope). (10) The epitope is VSFIEFVGW. The TCR CDR3 sequence is CASSWISYEQYF. Result: 0 (the TCR does not bind to the epitope).